Predict which catalyst facilitates the given reaction. From a dataset of Catalyst prediction with 721,799 reactions and 888 catalyst types from USPTO. (1) Reactant: C([O:8][C:9]1[CH:14]=[CH:13][C:12]([C:15]2[C:16]3[O:23][C:22]([CH:24]([O:28][CH2:29][CH3:30])[O:25][CH2:26][CH3:27])=[CH:21][C:17]=3[CH:18]=[N:19][CH:20]=2)=[CH:11][CH:10]=1)C1C=CC=CC=1. Product: [CH2:29]([O:28][CH:24]([O:25][CH2:26][CH3:27])[C:22]1[O:23][C:16]2[C:15]([C:12]3[CH:13]=[CH:14][C:9]([OH:8])=[CH:10][CH:11]=3)=[CH:20][N:19]=[CH:18][C:17]=2[CH:21]=1)[CH3:30]. The catalyst class is: 78. (2) Reactant: [CH3:1][C@H:2]1[CH2:7][N:6]([C:8]2[CH:13]=[CH:12][C:11]([N+:14]([O-])=O)=[CH:10][CH:9]=2)[CH2:5][CH2:4][N:3]1[CH:17]1[CH2:20][O:19][CH2:18]1.[Cl-].[NH4+]. Product: [CH3:1][C@@H:2]1[N:3]([CH:17]2[CH2:18][O:19][CH2:20]2)[CH2:4][CH2:5][N:6]([C:8]2[CH:13]=[CH:12][C:11]([NH2:14])=[CH:10][CH:9]=2)[CH2:7]1. The catalyst class is: 186. (3) Reactant: [Li].[N:2]1[C:11]2[C:6](=[CH:7][C:8]([NH:12][C:13]3[CH:21]=[CH:20][CH:19]=[CH:18][C:14]=3[C:15]([OH:17])=O)=[CH:9][CH:10]=2)[CH:5]=[N:4][CH:3]=1.[CH3:22][C:23]1([CH3:34])[C:32]2[C:27](=[CH:28][C:29]([NH2:33])=[CH:30][CH:31]=2)[NH:26][CH2:25][CH2:24]1.CN(C(ON1N=NC2C=CC=CC1=2)=[N+](C)C)C.[B-](F)(F)(F)F.CCN(C(C)C)C(C)C. Product: [CH3:22][C:23]1([CH3:34])[C:32]2[C:27](=[CH:28][C:29]([NH:33][C:15](=[O:17])[C:14]3[CH:18]=[CH:19][CH:20]=[CH:21][C:13]=3[NH:12][C:8]3[CH:7]=[C:6]4[C:11](=[CH:10][CH:9]=3)[N:2]=[CH:3][N:4]=[CH:5]4)=[CH:30][CH:31]=2)[NH:26][CH2:25][CH2:24]1. The catalyst class is: 18.